This data is from Full USPTO retrosynthesis dataset with 1.9M reactions from patents (1976-2016). The task is: Predict the reactants needed to synthesize the given product. (1) Given the product [CH:11]([N:24]1[CH2:25][CH2:26][N:27]([C:30]([C@@H:32]2[CH2:34][C@H:33]2[CH:35]=[O:36])=[O:31])[CH2:28][CH2:29]1)([C:12]1[CH:17]=[CH:16][CH:15]=[CH:14][CH:13]=1)[C:18]1[CH:19]=[CH:20][CH:21]=[CH:22][CH:23]=1, predict the reactants needed to synthesize it. The reactants are: C(Cl)(=O)C(Cl)=O.CS(C)=O.[CH:11]([N:24]1[CH2:29][CH2:28][N:27]([C:30]([C@@H:32]2[CH2:34][C@H:33]2[CH2:35][OH:36])=[O:31])[CH2:26][CH2:25]1)([C:18]1[CH:23]=[CH:22][CH:21]=[CH:20][CH:19]=1)[C:12]1[CH:17]=[CH:16][CH:15]=[CH:14][CH:13]=1.C(N(CC)CC)C. (2) Given the product [C:1]([O:5][C:6](=[O:27])[NH:7][C:8]1[S:9][C:10]2[CH:16]=[C:15]([CH2:17][C:33]3[CH:38]=[CH:37][C:36]([N+:39]([O-:41])=[O:40])=[CH:35][CH:34]=3)[C:14]([F:19])=[C:13]([C:20]3[CH:25]=[CH:24][CH:23]=[C:22]([Cl:26])[CH:21]=3)[C:11]=2[N:12]=1)([CH3:4])([CH3:3])[CH3:2], predict the reactants needed to synthesize it. The reactants are: [C:1]([O:5][C:6](=[O:27])[NH:7][C:8]1[S:9][C:10]2[CH:16]=[C:15]([CH2:17]Br)[C:14]([F:19])=[C:13]([C:20]3[CH:25]=[CH:24][CH:23]=[C:22]([Cl:26])[CH:21]=3)[C:11]=2[N:12]=1)([CH3:4])([CH3:3])[CH3:2].C([Sn](CCCC)(CCCC)[C:33]1[CH:38]=[CH:37][C:36]([N+:39]([O-:41])=[O:40])=[CH:35][CH:34]=1)CCC. (3) Given the product [C:19]([O:18][C:17]([NH:16][C@H:3]([CH2:4][CH2:5][C:6]1[CH:7]=[CH:8][C:9]([C:12]([F:15])([F:14])[F:13])=[CH:10][CH:11]=1)[C:2]([OH:24])=[O:1])=[O:23])([CH3:20])([CH3:22])[CH3:21], predict the reactants needed to synthesize it. The reactants are: [OH:1][CH2:2][C@H:3]([NH:16][C:17](=[O:23])[O:18][C:19]([CH3:22])([CH3:21])[CH3:20])[CH2:4][CH2:5][C:6]1[CH:11]=[CH:10][C:9]([C:12]([F:15])([F:14])[F:13])=[CH:8][CH:7]=1.[O-:24]I(=O)(=O)=O.[Na+].CC(O)C.Cl. (4) Given the product [CH:28]1([C:31]2[NH:35][N:34]=[C:33]([NH:36][C:2]3[C:11]4=[N:12][NH:13][CH:14]=[C:10]4[C:9]4[CH:8]=[C:7]([O:24][CH3:25])[C:6]([O:26][CH3:27])=[CH:5][C:4]=4[N:3]=3)[CH:32]=2)[CH2:30][CH2:29]1, predict the reactants needed to synthesize it. The reactants are: Cl[C:2]1[C:11]2=[N:12][N:13](CC3C=CC(OC)=CC=3)[CH:14]=[C:10]2[C:9]2[CH:8]=[C:7]([O:24][CH3:25])[C:6]([O:26][CH3:27])=[CH:5][C:4]=2[N:3]=1.[CH:28]1([C:31]2[NH:35][N:34]=[C:33]([NH2:36])[CH:32]=2)[CH2:30][CH2:29]1.Cl.